Predict the reaction yield, written as a fraction of the theoretical maximum amount of product (1.0 means a 100% yield; for example, 0.34 means a 34% yield). From a dataset of Reaction yield outcomes from USPTO patents with 853,638 reactions. (1) The reactants are [C:1]([O:5][C:6](=[O:13])[NH:7][CH2:8][CH2:9][N:10]=[N+]=[N-])([CH3:4])([CH3:3])[CH3:2].[N+:14]([C:17]1[CH:27]=[CH:26][C:20]([CH2:21][O:22][C:23](Cl)=[O:24])=[CH:19][CH:18]=1)([O-:16])=[O:15].C(N(CC)CC)C. The catalyst is CO.[OH-].[OH-].[Pd+2]. The product is [N+:14]([C:17]1[CH:18]=[CH:19][C:20]([CH2:21][O:22][C:23](=[O:24])[NH:10][CH2:9][CH2:8][NH:7][C:6]([O:5][C:1]([CH3:4])([CH3:3])[CH3:2])=[O:13])=[CH:26][CH:27]=1)([O-:16])=[O:15]. The yield is 0.660. (2) The reactants are [N:1]([CH2:4][C:5]1[CH:6]=[CH:7][C:8]([C:11]#[N:12])=[N:9][CH:10]=1)=[N+]=[N-].C1(P(C2C=CC=CC=2)C2C=CC=CC=2)C=CC=CC=1.C(N(CC)CC)C.[CH3:39][C:40]([O:43][C:44](O[C:44]([O:43][C:40]([CH3:42])([CH3:41])[CH3:39])=[O:45])=[O:45])([CH3:42])[CH3:41]. The catalyst is C1COCC1.O. The product is [C:40]([O:43][C:44]([NH:1][CH2:4][C:5]1[CH:6]=[CH:7][C:8]([C:11]#[N:12])=[N:9][CH:10]=1)=[O:45])([CH3:42])([CH3:41])[CH3:39]. The yield is 0.360.